This data is from Full USPTO retrosynthesis dataset with 1.9M reactions from patents (1976-2016). The task is: Predict the reactants needed to synthesize the given product. (1) Given the product [CH3:1][O:2][C:3]1[CH:8]=[CH:7][C:6]([C:9]2[C:10]([CH3:11])=[N:21][N:20]([CH3:19])[C:14](=[O:18])[CH:15]=2)=[CH:5][CH:4]=1, predict the reactants needed to synthesize it. The reactants are: [CH3:1][O:2][C:3]1[CH:8]=[CH:7][C:6]([CH2:9][C:10](=O)[CH3:11])=[CH:5][CH:4]=1.O.[C:14]([OH:18])(=O)[CH:15]=O.[CH3:19][NH:20][NH2:21]. (2) Given the product [C:9]([C@@H:10]([NH:11][C:28](=[O:29])[O:30][C:24]([CH3:23])([CH3:25])[CH3:40])[CH2:12][C:13]1[CH:14]=[CH:15][CH:16]=[CH:17][CH:18]=1)#[N:8], predict the reactants needed to synthesize it. The reactants are: C(OC([NH:8][C:9](=O)[C@H:10]([CH2:12][C:13]1[CH:18]=[CH:17][CH:16]=[CH:15][CH:14]=1)[NH2:11])=O)(C)(C)C.N1[CH:25]=[CH:24][CH:23]=CC=1.FC(F)(F)[C:28]([O:30]C(=O)C(F)(F)F)=[O:29].O1CCOC[CH2:40]1. (3) Given the product [CH:9]1([NH:8][C:6]2[C:5]([N+:14]([O-:16])=[O:15])=[CH:4][N:3]=[C:2]([NH:17][C:18]3[CH:19]=[CH:20][C:21]([N:24]4[CH2:25][CH2:26][N:27]([CH3:30])[CH2:28][CH2:29]4)=[CH:22][CH:23]=3)[N:7]=2)[CH2:13][CH2:12][CH2:11][CH2:10]1, predict the reactants needed to synthesize it. The reactants are: Cl[C:2]1[N:7]=[C:6]([NH:8][CH:9]2[CH2:13][CH2:12][CH2:11][CH2:10]2)[C:5]([N+:14]([O-:16])=[O:15])=[CH:4][N:3]=1.[NH2:17][C:18]1[CH:23]=[CH:22][C:21]([N:24]2[CH2:29][CH2:28][N:27]([CH3:30])[CH2:26][CH2:25]2)=[CH:20][CH:19]=1. (4) Given the product [Cl:21][C:14]1[NH:15][C:11]2[CH:10]=[C:9]([C:5]3[CH:6]=[CH:7][CH:8]=[C:3]([O:2][CH3:1])[CH:4]=3)[CH:18]=[CH:17][C:12]=2[N:13]=1, predict the reactants needed to synthesize it. The reactants are: [CH3:1][O:2][C:3]1[CH:4]=[C:5]([C:9]2[CH:18]=[CH:17][C:12]3[NH:13][C:14](=O)[NH:15][C:11]=3[CH:10]=2)[CH:6]=[CH:7][CH:8]=1.P(Cl)(Cl)([Cl:21])=O. (5) Given the product [CH3:1][C:2]1[N:3]([CH2:29][C:30]([OH:32])=[O:31])[C:4]2[CH2:5][C:6]([CH3:28])([CH3:27])[CH2:7][C:8](=[O:26])[C:9]=2[C:10]=1[CH2:11][C:12]1[CH:17]=[CH:16][C:15]([S:18]([N:21]2[CH2:25][CH2:24][CH2:23][CH2:22]2)(=[O:20])=[O:19])=[CH:14][CH:13]=1, predict the reactants needed to synthesize it. The reactants are: [CH3:1][C:2]1[N:3]([CH2:29][C:30]([O:32]CC)=[O:31])[C:4]2[CH2:5][C:6]([CH3:28])([CH3:27])[CH2:7][C:8](=[O:26])[C:9]=2[C:10]=1[CH2:11][C:12]1[CH:17]=[CH:16][C:15]([S:18]([N:21]2[CH2:25][CH2:24][CH2:23][CH2:22]2)(=[O:20])=[O:19])=[CH:14][CH:13]=1.[OH-].[Na+]. (6) Given the product [NH2:1][C:2]1[N:7]=[CH:6][N:5]=[C:4]2[N:8]([CH:19]([C:21]3[O:22][C:23](=[O:37])[C:24]4[C:29]([C:30]=3[C:31]3[CH:32]=[CH:33][CH:34]=[CH:35][CH:36]=3)=[CH:28][CH:27]=[CH:26][CH:25]=4)[CH3:20])[N:9]=[C:10]([C:11]3[CH:12]=[N:13][C:14]([OH:17])=[CH:15][CH:16]=3)[C:3]=12, predict the reactants needed to synthesize it. The reactants are: [NH2:1][C:2]1[N:7]=[CH:6][N:5]=[C:4]2[N:8]([CH:19]([C:21]3[O:22][C:23](=[O:37])[C:24]4[C:29]([C:30]=3[C:31]3[CH:36]=[CH:35][CH:34]=[CH:33][CH:32]=3)=[CH:28][CH:27]=[CH:26][CH:25]=4)[CH3:20])[N:9]=[C:10]([C:11]3[CH:12]=[N:13][C:14]([O:17]C)=[CH:15][CH:16]=3)[C:3]=12.CC(O)=O. (7) Given the product [C:1]([O:5][C:6]([N:8]1[CH2:13][CH2:12][CH2:11][C@H:10]([NH:14][C:15]([C:17]2[C:21]([NH:22][C:23]([NH:25][CH2:37][CH2:36][CH2:35][O:34][CH3:33])=[O:24])=[CH:20][N:19]([C:26]3[CH:31]=[CH:30][CH:29]=[C:28]([F:32])[CH:27]=3)[CH:18]=2)=[O:16])[CH2:9]1)=[O:7])([CH3:4])([CH3:2])[CH3:3], predict the reactants needed to synthesize it. The reactants are: [C:1]([O:5][C:6]([N:8]1[CH2:13][CH2:12][CH2:11][C@H:10]([NH:14][C:15]([C:17]2[C:21]([NH:22][C:23]([NH2:25])=[O:24])=[CH:20][N:19]([C:26]3[CH:31]=[CH:30][CH:29]=[C:28]([F:32])[CH:27]=3)[CH:18]=2)=[O:16])[CH2:9]1)=[O:7])([CH3:4])([CH3:3])[CH3:2].[CH3:33][O:34][CH2:35][CH2:36][CH2:37]N.C(OCC)(=O)C. (8) Given the product [Br:33][CH2:2][CH2:3][CH2:4][NH:5][C:6](=[O:12])[O:7][C:8]([CH3:11])([CH3:10])[CH3:9], predict the reactants needed to synthesize it. The reactants are: O[CH2:2][CH2:3][CH2:4][NH:5][C:6](=[O:12])[O:7][C:8]([CH3:11])([CH3:10])[CH3:9].C1(P(C2C=CC=CC=2)C2C=CC=CC=2)C=CC=CC=1.C(Br)(Br)(Br)[Br:33].